Dataset: Catalyst prediction with 721,799 reactions and 888 catalyst types from USPTO. Task: Predict which catalyst facilitates the given reaction. Reactant: [F:1][C:2]([F:27])([F:26])[C:3]1[CH:4]=[CH:5][CH:6]=[C:7]2[C:12]=1[N:11]=[CH:10][C:9]([C:13]([O:15][CH2:16][CH3:17])=[O:14])=[C:8]2OS(C(F)(F)F)(=O)=O.[C:28]1(B(O)O)[CH:33]=[CH:32][CH:31]=[CH:30][CH:29]=1.[O-]P([O-])([O-])=O.[K+].[K+].[K+]. Product: [C:28]1([C:8]2[C:7]3[C:12](=[C:3]([C:2]([F:27])([F:26])[F:1])[CH:4]=[CH:5][CH:6]=3)[N:11]=[CH:10][C:9]=2[C:13]([O:15][CH2:16][CH3:17])=[O:14])[CH:33]=[CH:32][CH:31]=[CH:30][CH:29]=1. The catalyst class is: 203.